This data is from Forward reaction prediction with 1.9M reactions from USPTO patents (1976-2016). The task is: Predict the product of the given reaction. (1) Given the reactants [O:1]1[CH:5]=[CH:4][N:3]=[CH:2]1.[Li]CCCC.[CH2:11]([Sn:15](Cl)([CH2:20][CH2:21][CH2:22][CH3:23])[CH2:16][CH2:17][CH2:18][CH3:19])[CH2:12][CH2:13][CH3:14], predict the reaction product. The product is: [CH2:20]([Sn:15]([CH2:11][CH2:12][CH2:13][CH3:14])([CH2:16][CH2:17][CH2:18][CH3:19])[C:2]1[O:1][CH:5]=[CH:4][N:3]=1)[CH2:21][CH2:22][CH3:23]. (2) Given the reactants [Cl:1][C:2]1[CH:3]=[C:4]([C:9]2[S:10][C:11]([C:22]([N:24]3[CH2:28][C:27](=[O:29])[NH:26][CH2:25]3)=[O:23])=[CH:12][C:13]=2[C:14]2[CH:15]=[C:16]([C:20]#[N:21])[CH:17]=[CH:18][CH:19]=2)[CH:5]=[C:6]([F:8])[CH:7]=1.ClC1C=C(C2SC(C(O)=O)=CC=2C2C=CC(F)=C(C#N)C=2)C=C([F:37])C=1, predict the reaction product. The product is: [Cl:1][C:2]1[CH:3]=[C:4]([C:9]2[S:10][C:11]([C:22]([N:24]3[CH2:28][C:27](=[O:29])[NH:26][CH2:25]3)=[O:23])=[CH:12][C:13]=2[C:14]2[CH:19]=[CH:18][C:17]([F:37])=[C:16]([C:20]#[N:21])[CH:15]=2)[CH:5]=[C:6]([F:8])[CH:7]=1. (3) Given the reactants [Cl:1][C:2]1[CH:11]=[CH:10][C:5]([O:6][CH2:7][C:8]#[N:9])=[C:4](/[CH:12]=[C:13]2\[C:14](=[O:23])[NH:15][C:16]3[C:21]\2=[CH:20][CH:19]=[C:18]([Cl:22])[CH:17]=3)[CH:3]=1.[C:24]([O:28][C:29](O[C:29]([O:28][C:24]([CH3:27])([CH3:26])[CH3:25])=[O:30])=[O:30])([CH3:27])([CH3:26])[CH3:25], predict the reaction product. The product is: [C:24]([O:28][C:29]([N:15]1[C:16]2[C:21](=[CH:20][CH:19]=[C:18]([Cl:22])[CH:17]=2)/[C:13](=[CH:12]/[C:4]2[CH:3]=[C:2]([Cl:1])[CH:11]=[CH:10][C:5]=2[O:6][CH2:7][C:8]#[N:9])/[C:14]1=[O:23])=[O:30])([CH3:27])([CH3:26])[CH3:25]. (4) Given the reactants Br[C:2]1[N:3]([CH2:9][O:10][CH2:11][CH2:12][Si:13]([CH3:16])([CH3:15])[CH3:14])[C:4](Br)=[C:5]([Br:7])[N:6]=1.C1(B(O)O)C=CC=CC=1.[C:26]1(C)[CH:31]=[CH:30][CH:29]=[CH:28][CH:27]=1.[CH3:33][O:34][C:35]1[CH:40]=[CH:39][C:38](B(O)O)=[CH:37][CH:36]=1, predict the reaction product. The product is: [Br:7][C:5]1[N:6]=[C:2]([C:26]2[CH:27]=[CH:28][CH:29]=[CH:30][CH:31]=2)[N:3]([CH2:9][O:10][CH2:11][CH2:12][Si:13]([CH3:16])([CH3:15])[CH3:14])[C:4]=1[C:38]1[CH:39]=[CH:40][C:35]([O:34][CH3:33])=[CH:36][CH:37]=1. (5) Given the reactants [N:1]1([CH2:6][C:7]2[CH:23]=[CH:22][C:10]([CH2:11][N:12]3[CH:21]=[C:15]4[C:16](Cl)=[N:17][CH:18]=[CH:19][C:14]4=[N:13]3)=[CH:9][CH:8]=2)[CH:5]=[CH:4][CH:3]=[N:2]1.[NH2:24][CH2:25][C:26]1[CH:27]=[C:28]2[C:33](=[CH:34][CH:35]=1)[C:32]([NH2:36])=[N:31][CH:30]=[CH:29]2, predict the reaction product. The product is: [N:1]1([CH2:6][C:7]2[CH:23]=[CH:22][C:10]([CH2:11][N:12]3[CH:21]=[C:15]4[C:16]([NH:24][CH2:25][C:26]5[CH:27]=[C:28]6[C:33](=[CH:34][CH:35]=5)[C:32]([NH2:36])=[N:31][CH:30]=[CH:29]6)=[N:17][CH:18]=[CH:19][C:14]4=[N:13]3)=[CH:9][CH:8]=2)[CH:5]=[CH:4][CH:3]=[N:2]1. (6) The product is: [Br:25][C:10]1[C:2]([OH:1])=[CH:3][CH:4]=[C:5]2[C:9]=1[N:8]([CH2:11][CH:12]([NH:14][C:15](=[O:24])[O:16][CH2:17][C:18]1[CH:23]=[CH:22][CH:21]=[CH:20][CH:19]=1)[CH3:13])[N:7]=[CH:6]2. Given the reactants [OH:1][C:2]1[CH:10]=[C:9]2[C:5]([CH:6]=[N:7][N:8]2[CH2:11][CH:12]([NH:14][C:15](=[O:24])[O:16][CH2:17][C:18]2[CH:23]=[CH:22][CH:21]=[CH:20][CH:19]=2)[CH3:13])=[CH:4][CH:3]=1.[Br:25]N1C(=O)CCC1=O.[Cl-].[NH4+], predict the reaction product.